This data is from Catalyst prediction with 721,799 reactions and 888 catalyst types from USPTO. The task is: Predict which catalyst facilitates the given reaction. (1) Reactant: Cl[C:2]1[CH:3]=[C:4]([CH:21]=[C:22]([N:24]([CH2:27][CH:28]2[CH2:30][CH2:29]2)[CH2:25][CH3:26])[CH:23]=1)[CH2:5][O:6][C:7]1[CH:12]=[CH:11][CH:10]=[CH:9][C:8]=1[CH2:13][C:14]([O:16][C:17]([CH3:20])([CH3:19])[CH3:18])=[O:15].[C:31]([O:35][C:36]([NH:38][C@@H:39]([C:41]1[C:42]([F:70])=[C:43](C2C=C(O)C=C(COC3C=CC=CC=3CC(OC(C)(C)C)=O)C=2)[CH:44]=[CH:45][CH:46]=1)[CH3:40])=[O:37])([CH3:34])([CH3:33])[CH3:32]. Product: [C:31]([O:35][C:36]([NH:38][C@@H:39]([C:41]1[C:42]([F:70])=[C:43]([C:2]2[CH:23]=[C:22]([N:24]([CH2:27][CH:28]3[CH2:30][CH2:29]3)[CH2:25][CH3:26])[CH:21]=[C:4]([CH2:5][O:6][C:7]3[CH:12]=[CH:11][CH:10]=[CH:9][C:8]=3[CH2:13][C:14]([O:16][C:17]([CH3:20])([CH3:18])[CH3:19])=[O:15])[CH:3]=2)[CH:44]=[CH:45][CH:46]=1)[CH3:40])=[O:37])([CH3:32])([CH3:33])[CH3:34]. The catalyst class is: 2. (2) Reactant: [CH3:1][O:2][C:3](=[O:13])[C:4]1[CH:9]=[CH:8][C:7]([CH2:10]Br)=[CH:6][C:5]=1[Br:12].[C:14]([C:18]1[CH:26]=[CH:25][C:21]([CH:22]=[N:23][OH:24])=[CH:20][CH:19]=1)([CH3:17])([CH3:16])[CH3:15].C(=O)([O-])[O-].[Cs+].[Cs+]. Product: [CH3:1][O:2][C:3](=[O:13])[C:4]1[CH:9]=[CH:8][C:7]([CH2:10][O:24]/[N:23]=[CH:22]/[C:21]2[CH:25]=[CH:26][C:18]([C:14]([CH3:17])([CH3:16])[CH3:15])=[CH:19][CH:20]=2)=[CH:6][C:5]=1[Br:12]. The catalyst class is: 21. (3) Product: [Br:1][C:2]1[CH:3]=[CH:4][C:5]([F:19])=[C:6]([C:8]([C:10]2[CH:15]=[CH:14][CH:13]=[C:12]([O:16][CH3:17])[C:11]=2[CH3:18])=[O:9])[CH:7]=1. The catalyst class is: 327. Reactant: [Br:1][C:2]1[CH:3]=[CH:4][C:5]([F:19])=[C:6]([CH:8]([C:10]2[CH:15]=[CH:14][CH:13]=[C:12]([O:16][CH3:17])[C:11]=2[CH3:18])[OH:9])[CH:7]=1. (4) Reactant: [CH2:1]([O:3][C:4]1[CH:9]=[CH:8][C:7]([C:10]2(O)[CH2:15][CH2:14][CH:13]([CH:16]3[CH2:21][CH2:20][CH:19]([CH2:22][CH2:23][CH3:24])[CH2:18][CH2:17]3)[CH2:12][O:11]2)=[C:6]([F:26])[C:5]=1[F:27])[CH3:2].O.C1(C)C=CC(S([O-])(=O)=O)=CC=1.[Na+].C(=O)(O)[O-].[Na+]. Product: [CH2:1]([O:3][C:4]1[CH:9]=[CH:8][C:7]([C:10]2[O:11][CH2:12][CH:13]([CH:16]3[CH2:21][CH2:20][CH:19]([CH2:22][CH2:23][CH3:24])[CH2:18][CH2:17]3)[CH2:14][CH:15]=2)=[C:6]([F:26])[C:5]=1[F:27])[CH3:2]. The catalyst class is: 11. (5) Reactant: [OH:1][C:2]1[C:10]2[C:5](=[N:6][CH:7]=[CH:8][CH:9]=2)[O:4][C:3]=1C(OCC)=O. Product: [O:4]1[C:5]2=[N:6][CH:7]=[CH:8][CH:9]=[C:10]2[C:2](=[O:1])[CH2:3]1. The catalyst class is: 33. (6) Reactant: Cl.[Si]([O:9][C@@H:10]([CH2:20][C@H:21]([O:61][Si](C(C)(C)C)(C)C)/[CH:22]=[CH:23]\[C@H:24]([CH3:60])[C@H:25]([O:52][Si](C(C)(C)C)(C)C)[C@@H:26]([CH3:51])[CH2:27][C@@H:28]([CH3:50])[CH2:29][CH2:30][C@@H:31]([O:42][Si](C(C)(C)C)(C)C)[C@H:32]([CH3:41])[C@@H:33]([OH:40])[C@@H:34]([CH3:39])/[CH:35]=[CH:36]\[CH:37]=[CH2:38])[C@H:11]([CH3:19])/[CH:12]=[CH:13]/[CH:14]=C\C(O)=O)(C(C)(C)C)(C)C.C[CH2:70][O:71][C:72]([CH3:74])=[O:73]. Product: [CH3:70][O:71][C:72](=[O:73])/[CH:74]=[CH:14]\[CH:13]=[CH:12]\[C@@H:11]([CH3:19])[C@@H:10]([OH:9])[CH2:20][C@H:21]([OH:61])/[CH:22]=[CH:23]\[C@H:24]([CH3:60])[C@H:25]([OH:52])[C@@H:26]([CH3:51])[CH2:27][C@@H:28]([CH3:50])[CH2:29][CH2:30][C@@H:31]([OH:42])[C@H:32]([CH3:41])[C@@H:33]([OH:40])[C@@H:34]([CH3:39])/[CH:35]=[CH:36]\[CH:37]=[CH2:38]. The catalyst class is: 20. (7) Product: [Cl:25][C:26]1[CH:31]=[CH:30][CH:29]=[C:28]([Cl:32])[C:27]=1[CH2:33][S:34]([C:37]1[CH:38]=[C:39]2[C:43](=[CH:44][CH:45]=1)[NH:42][C:41](=[O:46])/[C:40]/2=[CH:15]\[C:12]1[NH:11][C:7]2[CH2:8][CH2:9][CH2:10][N:4]([CH2:3][C@H:2]([OH:1])[CH2:18][N:19]3[CH2:24][CH2:23][O:22][CH2:21][CH2:20]3)[C:5](=[O:17])[C:6]=2[C:13]=1[CH3:14])(=[O:35])=[O:36]. Reactant: [OH:1][CH:2]([CH2:18][N:19]1[CH2:24][CH2:23][O:22][CH2:21][CH2:20]1)[CH2:3][N:4]1[CH2:10][CH2:9][CH2:8][C:7]2[NH:11][C:12]([CH:15]=O)=[C:13]([CH3:14])[C:6]=2[C:5]1=[O:17].[Cl:25][C:26]1[CH:31]=[CH:30][CH:29]=[C:28]([Cl:32])[C:27]=1[CH2:33][S:34]([C:37]1[CH:38]=[C:39]2[C:43](=[CH:44][CH:45]=1)[NH:42][C:41](=[O:46])[CH2:40]2)(=[O:36])=[O:35].N1CCCCC1. The catalyst class is: 8.